From a dataset of Full USPTO retrosynthesis dataset with 1.9M reactions from patents (1976-2016). Predict the reactants needed to synthesize the given product. (1) Given the product [CH3:29][C:21]([C:17]1[CH:16]=[C:15]([NH2:14])[CH:20]=[CH:19][CH:18]=1)([N:23]1[CH2:28][CH2:27][O:26][CH2:25][CH2:24]1)[CH3:22], predict the reactants needed to synthesize it. The reactants are: C(=[N:14][C:15]1[CH:20]=[CH:19][CH:18]=[C:17]([C:21]([CH3:29])([N:23]2[CH2:28][CH2:27][O:26][CH2:25][CH2:24]2)[CH3:22])[CH:16]=1)(C1C=CC=CC=1)C1C=CC=CC=1.C([O-])(=O)C.[Na+].Cl.NO. (2) Given the product [C:19]([C:16]1[CH:17]=[CH:18][C:13]([C:11]2[N:10]([C:21]3[CH:22]=[N:23][C:24]([O:27][CH3:28])=[CH:25][CH:26]=3)[N:9]=[C:8]([C:6]([OH:7])=[O:5])[N:12]=2)=[N:14][CH:15]=1)#[N:20], predict the reactants needed to synthesize it. The reactants are: O.[OH-].[Li+].C[O:5][C:6]([C:8]1[N:12]=[C:11]([C:13]2[CH:18]=[CH:17][C:16]([C:19]#[N:20])=[CH:15][N:14]=2)[N:10]([C:21]2[CH:22]=[N:23][C:24]([O:27][CH3:28])=[CH:25][CH:26]=2)[N:9]=1)=[O:7].O.Cl. (3) Given the product [CH2:2]([OH:1])[C@@H:3]([C@H:5]([C@@H:7]([CH2:9][OH:10])[OH:8])[OH:6])[OH:4], predict the reactants needed to synthesize it. The reactants are: [O:1]=[CH:2][C@@H:3]([C@H:5]([C@@H:7]([CH2:9][OH:10])[OH:8])[OH:6])[OH:4].O=C[C@@H]([C@H]([C@@H]([C@@H](CO)O)O)O)O.